This data is from Forward reaction prediction with 1.9M reactions from USPTO patents (1976-2016). The task is: Predict the product of the given reaction. (1) Given the reactants [NH2:1][C:2]1[C:3]([C:16]([O:18][CH3:19])=[O:17])=[N:4][CH:5]=[C:6]([CH2:8][C:9]2[CH:14]=[CH:13][C:12]([F:15])=[CH:11][CH:10]=2)[CH:7]=1.F[C:21](F)(F)C(OC(=O)C(F)(F)F)=O.CI, predict the reaction product. The product is: [F:15][C:12]1[CH:11]=[CH:10][C:9]([CH2:8][C:6]2[CH:7]=[C:2]([NH:1][CH3:21])[C:3]([C:16]([O:18][CH3:19])=[O:17])=[N:4][CH:5]=2)=[CH:14][CH:13]=1. (2) Given the reactants [CH2:1]([O:3][C:4](=[O:38])[C:5]([O:33][CH2:34][CH2:35][CH2:36][CH3:37])([CH3:32])[CH2:6][C:7]1[CH:12]=[CH:11][C:10]([O:13][CH2:14][CH2:15][CH:16]2[CH2:20][N:19](CC3C=CC(OC)=CC=3)[C:18](=[O:30])[N:17]2[CH3:31])=[CH:9][CH:8]=1)[CH3:2].C([SiH](CC)CC)C, predict the reaction product. The product is: [CH2:1]([O:3][C:4](=[O:38])[C:5]([O:33][CH2:34][CH2:35][CH2:36][CH3:37])([CH3:32])[CH2:6][C:7]1[CH:8]=[CH:9][C:10]([O:13][CH2:14][CH2:15][CH:16]2[CH2:20][NH:19][C:18](=[O:30])[N:17]2[CH3:31])=[CH:11][CH:12]=1)[CH3:2]. (3) Given the reactants [OH:1][C@@H:2]([CH2:15][NH:16][C:17]1[CH:22]=[CH:21][C:20]([N:23]2[CH2:28][CH2:27][O:26][CH2:25][C:24]2=[O:29])=[CH:19][CH:18]=1)[CH2:3][N:4]1[C:12](=[O:13])[C:11]2[C:6](=[CH:7][CH:8]=[CH:9][CH:10]=2)[C:5]1=[O:14].[N+](C1C=CC=CC=1)([O-])=O.[CH3:39][OH:40], predict the reaction product. The product is: [O:40]=[C:39]1[N:16]([C:17]2[CH:22]=[CH:21][C:20]([N:23]3[CH2:28][CH2:27][O:26][CH2:25][C:24]3=[O:29])=[CH:19][CH:18]=2)[CH2:15][C@H:2]([CH2:3][N:4]2[C:12](=[O:13])[C:11]3[C:6](=[CH:7][CH:8]=[CH:9][CH:10]=3)[C:5]2=[O:14])[O:1]1. (4) Given the reactants Cl.C(N=C=NCCCN(C)C)C.[C:13]([C:18]1[CH:26]=[CH:25][C:21]([C:22]([OH:24])=O)=[CH:20][CH:19]=1)(=[O:17])[CH2:14][CH2:15][CH3:16].Cl.[NH2:28][CH2:29][CH2:30][C:31]([O:33][CH3:34])=[O:32].ON1C2N=CC=CC=2N=N1.C(N(CC)CC)C, predict the reaction product. The product is: [C:13]([C:18]1[CH:19]=[CH:20][C:21]([C:22]([NH:28][CH2:29][CH2:30][C:31]([O:33][CH3:34])=[O:32])=[O:24])=[CH:25][CH:26]=1)(=[O:17])[CH2:14][CH2:15][CH3:16]. (5) The product is: [NH2:13][C:11](=[O:12])[C@@H:10]([NH:9][C:7](=[O:8])[C@@H:6]([NH:5][C:3](=[O:4])[C@@H:2]([NH:1][C:51](=[O:52])[C@@H:42]([NH:41][C:24](=[O:25])[O:26][CH2:27][CH:28]1[C:40]2[CH:39]=[CH:38][CH:37]=[CH:36][C:35]=2[C:34]2[C:29]1=[CH:30][CH:31]=[CH:32][CH:33]=2)[CH2:43][C:44]1[CH:45]=[CH:46][C:47]([OH:50])=[CH:48][CH:49]=1)[CH3:23])[CH3:22])[CH2:14][C:15]1[CH:20]=[CH:19][C:18]([OH:21])=[CH:17][CH:16]=1. Given the reactants [NH2:1][C@@H:2]([CH3:23])[C:3]([NH:5][C@@H:6]([CH3:22])[C:7]([NH:9][C@@H:10]([CH2:14][C:15]1[CH:20]=[CH:19][C:18]([OH:21])=[CH:17][CH:16]=1)[C:11]([NH2:13])=[O:12])=[O:8])=[O:4].[C:24]([NH:41][C@H:42]([C:51](O)=[O:52])[CH2:43][C:44]1[CH:49]=[CH:48][C:47]([OH:50])=[CH:46][CH:45]=1)([O:26][CH2:27][CH:28]1[C:40]2[C:35](=[CH:36][CH:37]=[CH:38][CH:39]=2)[C:34]2[C:29]1=[CH:30][CH:31]=[CH:32][CH:33]=2)=[O:25].ON1C2N=CC=CC=2N=N1.CN1CCOCC1.C(Cl)CCl, predict the reaction product.